This data is from Full USPTO retrosynthesis dataset with 1.9M reactions from patents (1976-2016). The task is: Predict the reactants needed to synthesize the given product. Given the product [CH3:1][O:2][C:3]([C:5]1[N:6]([CH3:35])[C:7]([S:10]([N:13]2[CH2:18][CH2:17][CH:16]([S:19]([C:20]3[CH:25]=[C:24]([C:26]([CH3:27])([CH3:28])[CH3:29])[C:23]([OH:30])=[C:22]([C:31]([CH3:34])([CH3:33])[CH3:32])[CH:21]=3)=[O:44])[CH2:15][CH2:14]2)(=[O:11])=[O:12])=[CH:8][CH:9]=1)=[O:4], predict the reactants needed to synthesize it. The reactants are: [CH3:1][O:2][C:3]([C:5]1[N:6]([CH3:35])[C:7]([S:10]([N:13]2[CH2:18][CH2:17][CH:16]([S:19][C:20]3[CH:25]=[C:24]([C:26]([CH3:29])([CH3:28])[CH3:27])[C:23]([OH:30])=[C:22]([C:31]([CH3:34])([CH3:33])[CH3:32])[CH:21]=3)[CH2:15][CH2:14]2)(=[O:12])=[O:11])=[CH:8][CH:9]=1)=[O:4].ClC1C=CC=C(C(OO)=[O:44])C=1.